Dataset: NCI-60 drug combinations with 297,098 pairs across 59 cell lines. Task: Regression. Given two drug SMILES strings and cell line genomic features, predict the synergy score measuring deviation from expected non-interaction effect. Drug 1: CC1=CC2C(CCC3(C2CCC3(C(=O)C)OC(=O)C)C)C4(C1=CC(=O)CC4)C. Drug 2: CNC(=O)C1=NC=CC(=C1)OC2=CC=C(C=C2)NC(=O)NC3=CC(=C(C=C3)Cl)C(F)(F)F. Cell line: TK-10. Synergy scores: CSS=23.6, Synergy_ZIP=-1.97, Synergy_Bliss=4.62, Synergy_Loewe=-11.5, Synergy_HSA=0.794.